From a dataset of Full USPTO retrosynthesis dataset with 1.9M reactions from patents (1976-2016). Predict the reactants needed to synthesize the given product. (1) The reactants are: [C:1]([O:5][C:6](=[O:18])[CH:7]=[CH:8][C:9]1[CH:14]=[CH:13][C:12]([OH:15])=[CH:11][C:10]=1[CH:16]=[O:17])([CH3:4])([CH3:3])[CH3:2].[CH2:19](Br)[C:20]1[CH:25]=[CH:24][CH:23]=[CH:22][CH:21]=1. Given the product [C:1]([O:5][C:6](=[O:18])[CH:7]=[CH:8][C:9]1[CH:14]=[CH:13][C:12]([O:15][CH2:19][C:20]2[CH:25]=[CH:24][CH:23]=[CH:22][CH:21]=2)=[CH:11][C:10]=1[CH:16]=[O:17])([CH3:4])([CH3:2])[CH3:3], predict the reactants needed to synthesize it. (2) Given the product [ClH:1].[CH3:28][O:27][C:25]1[C:24]([O:29][CH3:30])=[CH:23][C:14]2[C@H:15]3[C@H:10]([CH2:11][CH2:12][C:13]=2[CH:26]=1)[NH:9][CH2:22][C:21]1[CH:20]=[CH:19][CH:18]=[CH:17][C:16]3=1, predict the reactants needed to synthesize it. The reactants are: [ClH:1].C([N:9]1[CH2:22][C:21]2[CH:20]=[CH:19][CH:18]=[CH:17][C:16]=2[C@@H:15]2[C@@H:10]1[CH2:11][CH2:12][C:13]1[CH:26]=[C:25]([O:27][CH3:28])[C:24]([O:29][CH3:30])=[CH:23][C:14]=12)C1C=CC=CC=1. (3) Given the product [CH3:26][N:27]1[CH:31]=[CH:30][C:29]([NH:32][C:33]([C:35]2[CH:46]=[C:45]([O:47][C:57]3[CH:58]=[CH:59][C:54]([C:52]([N:48]4[CH2:51][CH2:50][CH2:49]4)=[O:53])=[C:55]([F:61])[CH:56]=3)[C:38]3[CH2:39][CH:40]([CH2:42][O:43][CH3:44])[O:41][C:37]=3[CH:36]=2)=[O:34])=[N:28]1, predict the reactants needed to synthesize it. The reactants are: COC(C1C=C(OC2C=CC(S(C)(=O)=O)=CC=2)C=C2OC(C)CC=12)=O.[CH3:26][N:27]1[CH:31]=[CH:30][C:29]([NH:32][C:33]([C:35]2[CH:46]=[C:45]([OH:47])[C:38]3[CH2:39][CH:40]([CH2:42][O:43][CH3:44])[O:41][C:37]=3[CH:36]=2)=[O:34])=[N:28]1.[N:48]1([C:52]([C:54]2[CH:59]=[CH:58][C:57](F)=[CH:56][C:55]=2[F:61])=[O:53])[CH2:51][CH2:50][CH2:49]1. (4) Given the product [F:41][C:38]1[CH:37]=[CH:36][C:35]([C@@H:34]([OH:42])[CH2:33][CH2:32][C@@H:22]2[C@@H:21]([C:18]3[CH:19]=[CH:20][C:15]([C:11]4[CH:12]=[CH:13][CH:14]=[C:9]([OH:8])[CH:10]=4)=[CH:16][CH:17]=3)[N:24]([C:25]3[CH:30]=[CH:29][CH:28]=[CH:27][CH:26]=3)[C:23]2=[O:31])=[CH:40][CH:39]=1, predict the reactants needed to synthesize it. The reactants are: [Si]([O:8][C:9]1[CH:10]=[C:11]([C:15]2[CH:20]=[CH:19][C:18]([C@H:21]3[N:24]([C:25]4[CH:30]=[CH:29][CH:28]=[CH:27][CH:26]=4)[C:23](=[O:31])[C@@H:22]3[CH2:32][CH2:33][C@H:34]([O:42][Si](C(C)(C)C)(C)C)[C:35]3[CH:40]=[CH:39][C:38]([F:41])=[CH:37][CH:36]=3)=[CH:17][CH:16]=2)[CH:12]=[CH:13][CH:14]=1)(C(C)(C)C)(C)C.F.[OH-].[Na+].P([O-])([O-])([O-])=O.[Na+].[Na+].[Na+].C(=O)(O)[O-].[Na+].